Task: Regression. Given a peptide amino acid sequence and an MHC pseudo amino acid sequence, predict their binding affinity value. This is MHC class I binding data.. Dataset: Peptide-MHC class I binding affinity with 185,985 pairs from IEDB/IMGT (1) The peptide sequence is KLLWAVEPL. The MHC is HLA-A02:01 with pseudo-sequence HLA-A02:01. The binding affinity (normalized) is 0.767. (2) The peptide sequence is LRTMSYKA. The MHC is Mamu-B03 with pseudo-sequence Mamu-B03. The binding affinity (normalized) is 0.0153. (3) The peptide sequence is MGKTITDVK. The MHC is HLA-A02:19 with pseudo-sequence HLA-A02:19. The binding affinity (normalized) is 0.196. (4) The peptide sequence is VELGSGNSF. The MHC is HLA-B44:02 with pseudo-sequence HLA-B44:02. The binding affinity (normalized) is 0.0847. (5) The peptide sequence is AEAYCTGML. The MHC is HLA-B44:02 with pseudo-sequence HLA-B44:02. The binding affinity (normalized) is 0.519. (6) The peptide sequence is KIWMAPSLT. The MHC is HLA-A02:03 with pseudo-sequence HLA-A02:03. The binding affinity (normalized) is 0.430.